From a dataset of Full USPTO retrosynthesis dataset with 1.9M reactions from patents (1976-2016). Predict the reactants needed to synthesize the given product. Given the product [ClH:19].[CH3:18][CH:14]1[CH2:15][CH2:16][CH2:17][N:13]1[CH:10]1[CH2:11][CH2:12][NH:8][CH2:9]1, predict the reactants needed to synthesize it. The reactants are: C(OC([N:8]1[CH2:12][CH2:11][CH:10]([N:13]2[CH2:17][CH2:16][CH2:15][CH:14]2[CH3:18])[CH2:9]1)=O)(C)(C)C.[ClH:19].N#N.[OH-].[K+].